This data is from Forward reaction prediction with 1.9M reactions from USPTO patents (1976-2016). The task is: Predict the product of the given reaction. (1) Given the reactants [Cl:1][C:2]1[CH:9]=[C:8]([C:10]2[C:11]([CH3:16])=[N:12][NH:13][C:14]=2[CH3:15])[CH:7]=[CH:6][C:3]=1[C:4]#[N:5].Cl.[Br:18][C:19]1[CH:24]=[CH:23][C:22]([CH2:25]Cl)=[CH:21][N:20]=1.[H-].[Na+].O, predict the reaction product. The product is: [Br:18][C:19]1[N:20]=[CH:21][C:22]([CH2:25][N:13]2[C:14]([CH3:15])=[C:10]([C:8]3[CH:7]=[CH:6][C:3]([C:4]#[N:5])=[C:2]([Cl:1])[CH:9]=3)[C:11]([CH3:16])=[N:12]2)=[CH:23][CH:24]=1. (2) Given the reactants [C:1]1([C:7]2[N:12]=[CH:11][C:10]([C:13]3[N:14]=[C:15]([CH:18]4[CH2:22][CH2:21][N:20](C(OC(C)(C)C)=O)[CH2:19]4)[NH:16][CH:17]=3)=[CH:9][N:8]=2)[CH:6]=[CH:5][CH:4]=[CH:3][CH:2]=1.B(O)(O)C1C=CC=C(F)C=1, predict the reaction product. The product is: [C:1]1([C:7]2[N:12]=[CH:11][C:10]([C:13]3[NH:14][C:15]([CH:18]4[CH2:22][CH2:21][NH:20][CH2:19]4)=[N:16][CH:17]=3)=[CH:9][N:8]=2)[CH:2]=[CH:3][CH:4]=[CH:5][CH:6]=1.